From a dataset of Forward reaction prediction with 1.9M reactions from USPTO patents (1976-2016). Predict the product of the given reaction. (1) The product is: [Cl:33][C:31]1[N:30]=[N:29][C:28]([O:11][C:5]2[C:6]([CH3:10])=[CH:7][CH:8]=[CH:9][C:4]=2[CH:1]2[CH2:3][CH2:2]2)=[C:27]([OH:26])[CH:32]=1. Given the reactants [CH:1]1([C:4]2[CH:9]=[CH:8][CH:7]=[C:6]([CH3:10])[C:5]=2[OH:11])[CH2:3][CH2:2]1.ClC1C=CC=CC=1Cl.CC(C)([O-])C.[K+].[OH:26][C:27]1[CH:32]=[C:31]([Cl:33])[N:30]=[N:29][C:28]=1Cl, predict the reaction product. (2) Given the reactants [F:1][C:2]1[CH:3]=[C:4]([C:9]2[CH:14]=[C:13]([CH:15]([CH3:17])[CH3:16])[C:12]([OH:18])=[C:11]([C:19](O)=[O:20])[C:10]=2[CH3:22])[CH:5]=[C:6]([F:8])[CH:7]=1.[Cl:23][C:24]1[CH:30]=[C:29]([S:31]([C:34]([F:37])([F:36])[F:35])(=[O:33])=[O:32])[CH:28]=[CH:27][C:25]=1[NH2:26], predict the reaction product. The product is: [Cl:23][C:24]1[CH:30]=[C:29]([S:31]([C:34]([F:35])([F:36])[F:37])(=[O:33])=[O:32])[CH:28]=[CH:27][C:25]=1[NH:26][C:19]([C:11]1[C:10]([CH3:22])=[C:9]([C:4]2[CH:5]=[C:6]([F:8])[CH:7]=[C:2]([F:1])[CH:3]=2)[CH:14]=[C:13]([CH:15]([CH3:17])[CH3:16])[C:12]=1[OH:18])=[O:20]. (3) Given the reactants [O:1]1[CH:5]=[CH:4][C:3]([C:6]([OH:8])=O)=[CH:2]1.S(=O)(=O)(O)O.O.[NH2:15][NH2:16], predict the reaction product. The product is: [O:1]1[CH:5]=[CH:4][C:3]([C:6]([NH:15][NH2:16])=[O:8])=[CH:2]1.